Dataset: Forward reaction prediction with 1.9M reactions from USPTO patents (1976-2016). Task: Predict the product of the given reaction. Given the reactants O[C:2]1([CH3:14])[O:6][C:5](=[O:7])[CH:4]=[C:3]1[C:8]1[CH:13]=[CH:12][CH:11]=[CH:10][CH:9]=1.[NH2:15][C:16]1[CH:21]=[CH:20][CH:19]=[CH:18][CH:17]=1.C(OCC)(=O)C, predict the reaction product. The product is: [OH:6][C:2]1([CH3:14])[N:15]([C:16]2[CH:21]=[CH:20][CH:19]=[CH:18][CH:17]=2)[C:5](=[O:7])[CH:4]=[C:3]1[C:8]1[CH:13]=[CH:12][CH:11]=[CH:10][CH:9]=1.